Dataset: Catalyst prediction with 721,799 reactions and 888 catalyst types from USPTO. Task: Predict which catalyst facilitates the given reaction. Reactant: [CH3:1][O:2][C:3]1[CH:8]=[CH:7][C:6]([S:9]([C:12]2[CH:20]=[CH:19][C:18]3[N:17]([CH3:21])[C:16]4[CH2:22][CH:23]5[NH:27][CH:26]([C:15]=4[C:14]=3[C:13]=2C(OC(C)(C)C)=O)[CH2:25][CH2:24]5)(=[O:11])=[O:10])=[CH:5][CH:4]=1.[ClH:35]. Product: [ClH:35].[CH3:1][O:2][C:3]1[CH:8]=[CH:7][C:6]([S:9]([C:12]2[CH:13]=[C:14]3[C:18](=[CH:19][CH:20]=2)[N:17]([CH3:21])[C:16]2[CH2:22][CH:23]4[NH:27][CH:26]([C:15]3=2)[CH2:25][CH2:24]4)(=[O:11])=[O:10])=[CH:5][CH:4]=1. The catalyst class is: 27.